Predict the product of the given reaction. From a dataset of Forward reaction prediction with 1.9M reactions from USPTO patents (1976-2016). (1) Given the reactants Br[C:2]1[S:3][C:4]2[CH2:14][CH2:13][C:12]3[C:7](=[CH:8][CH:9]=[C:10](Br)[CH:11]=3)[C:5]=2[N:6]=1.C([Sn](CCCC)(CCCC)C([O:23][CH2:24][CH3:25])=C)CCC.[F-].[K+].[O:36]1CCO[CH2:38][CH2:37]1, predict the reaction product. The product is: [N:6]1[C:5]2[C:7]3[C:12]([CH2:13][CH2:14][C:4]=2[S:3][C:2]=1[C:24](=[O:23])[CH3:25])=[CH:11][C:10]([C:37](=[O:36])[CH3:38])=[CH:9][CH:8]=3. (2) Given the reactants [CH3:1][O:2][C:3]1[CH:19]=[CH:18][C:6]([CH2:7][S:8][C@H:9]2[CH2:13][NH:12][C@H:11]([CH2:14][CH2:15][CH2:16][OH:17])[CH2:10]2)=[CH:5][CH:4]=1.C(N([CH2:25][CH3:26])CC)C.[CH2:27]([O:31][C:32](Cl)=[O:33])[CH2:28][CH2:29][CH3:30], predict the reaction product. The product is: [CH2:27]([O:31][C:32]([N:12]1[CH2:13][C@H:9]([S:8][CH2:7][C:6]2[CH:5]=[CH:4][C:3]([O:2][CH3:1])=[CH:19][CH:18]=2)[CH2:10][C@H:11]1[CH2:14][CH2:15][CH2:16][O:17][C:32]([O:31][CH2:27][CH2:28][CH2:25][CH3:26])=[O:33])=[O:33])[CH2:28][CH2:29][CH3:30].[CH2:27]([O:31][C:32]([N:12]1[CH2:13][C@H:9]([S:8][CH2:7][C:6]2[CH:5]=[CH:4][C:3]([O:2][CH3:1])=[CH:19][CH:18]=2)[CH2:10][C@H:11]1[CH2:14][CH2:15][CH2:16][OH:17])=[O:33])[CH2:28][CH2:29][CH3:30]. (3) Given the reactants [F:1][C:2]1[CH:3]=[C:4]([CH:29]=[CH:30][C:31]=1[F:32])[C:5]([N:7]=[C:8]([NH:23][C@@H:24]([CH3:28])[CH2:25][O:26][CH3:27])[NH:9][C:10]1[C:18]2[C:13](=[CH:14][C:15]([C:19]([F:22])([F:21])[F:20])=[CH:16][CH:17]=2)[NH:12][N:11]=1)=[O:6].CC(C)([O-])C.[K+].[CH3:39][S:40][CH2:41]Cl, predict the reaction product. The product is: [F:1][C:2]1[CH:3]=[C:4]([CH:29]=[CH:30][C:31]=1[F:32])[C:5]([N:7]=[C:8]([NH:23][C@@H:24]([CH3:28])[CH2:25][O:26][CH3:27])[NH:9][C:10]1[C:18]2[C:13](=[CH:14][C:15]([C:19]([F:20])([F:21])[F:22])=[CH:16][CH:17]=2)[N:12]([CH2:39][S:40][CH3:41])[N:11]=1)=[O:6]. (4) Given the reactants C([O:3][C:4](=O)[C:5]1[CH:10]=[C:9]([Br:11])[CH:8]=[C:7]([N+:12]([O-:14])=[O:13])[C:6]=1[S:15][C:16](=[O:20])[N:17]([CH3:19])[CH3:18])C.C(OCC)C.B, predict the reaction product. The product is: [Br:11][C:9]1[CH:8]=[C:7]([N+:12]([O-:14])=[O:13])[C:6]([S:15][C:16](=[O:20])[N:17]([CH3:19])[CH3:18])=[C:5]([CH2:4][OH:3])[CH:10]=1.